From a dataset of Catalyst prediction with 721,799 reactions and 888 catalyst types from USPTO. Predict which catalyst facilitates the given reaction. Reactant: [OH:1][C@@H:2]([C@H:4]1[C:33](=[O:34])[N:6]2[C:7]([C:20]([O:22][CH2:23][C:24]3[CH:29]=[CH:28][C:27]([N+:30]([O-:32])=[O:31])=[CH:26][CH:25]=3)=[O:21])=[C:8]([C:10]3[S:14][C:13]4=[C:15]([S:18][CH3:19])[N:16]=[CH:17][N:12]4[CH:11]=3)[CH2:9][C@H:5]12)[CH3:3].[F:35][C:36]([F:43])([F:42])[S:37]([O:40]C)(=[O:39])=[O:38].[CH3:44]CCCCC. Product: [F:35][C:36]([F:43])([F:42])[S:37]([O-:40])(=[O:39])=[O:38].[OH:1][C@@H:2]([C@H:4]1[C:33](=[O:34])[N:6]2[C:7]([C:20]([O:22][CH2:23][C:24]3[CH:25]=[CH:26][C:27]([N+:30]([O-:32])=[O:31])=[CH:28][CH:29]=3)=[O:21])=[C:8]([C:10]3[S:14][C:13]4=[C:15]([S:18][CH3:19])[N:16]([CH3:44])[CH:17]=[N+:12]4[CH:11]=3)[CH2:9][C@H:5]12)[CH3:3]. The catalyst class is: 4.